From a dataset of Full USPTO retrosynthesis dataset with 1.9M reactions from patents (1976-2016). Predict the reactants needed to synthesize the given product. (1) The reactants are: [CH3:1][C:2]([CH3:20])([CH3:19])[C:3]([O:5][CH2:6][N:7]1[CH:11]=[N:10][C:9]([C:12]2[CH:17]=[CH:16][CH:15]=[C:14](Br)[CH:13]=2)=[N:8]1)=[O:4].[CH:21]([C:23]1[CH:28]=[CH:27][C:26](B(O)O)=[CH:25][CH:24]=1)=[O:22].C(Cl)Cl.N#N.C([O-])([O-])=O.[Na+].[Na+]. Given the product [CH3:1][C:2]([CH3:20])([CH3:19])[C:3]([O:5][CH2:6][N:7]1[CH:11]=[N:10][C:9]([C:12]2[CH:13]=[C:14]([C:26]3[CH:27]=[CH:28][C:23]([CH:21]=[O:22])=[CH:24][CH:25]=3)[CH:15]=[CH:16][CH:17]=2)=[N:8]1)=[O:4], predict the reactants needed to synthesize it. (2) Given the product [Br:11][C:5]1[S:1][C:2]([C:6]2([OH:10])[CH2:9][CH2:8][CH2:7]2)=[N:3][CH:4]=1, predict the reactants needed to synthesize it. The reactants are: [S:1]1[CH:5]=[CH:4][N:3]=[C:2]1[C:6]1([OH:10])[CH2:9][CH2:8][CH2:7]1.[Br:11]N1C(=O)CCC1=O.O.S([O-])([O-])=O.[Na+].[Na+].